Dataset: Forward reaction prediction with 1.9M reactions from USPTO patents (1976-2016). Task: Predict the product of the given reaction. (1) The product is: [NH4+:15].[OH-:2].[F:47][C:38]1[CH:39]=[CH:40][C:41]([C:43]([F:44])([F:45])[F:46])=[CH:42][C:37]=1[NH:36][C:35]([N:31]1[C:32]2[C:28](=[CH:27][C:26]([O:25][C:21]3[C:22]4[CH2:23][CH2:24][NH:15][CH2:16][C:17]=4[N:18]=[CH:19][N:20]=3)=[CH:34][CH:33]=2)[CH:29]=[CH:30]1)=[O:48]. Given the reactants C(O)(C(F)(F)F)=[O:2].C(OC([N:15]1[CH2:24][CH2:23][C:22]2[C:21]([O:25][C:26]3[CH:27]=[C:28]4[C:32](=[CH:33][CH:34]=3)[N:31]([C:35](=[O:48])[NH:36][C:37]3[CH:42]=[C:41]([C:43]([F:46])([F:45])[F:44])[CH:40]=[CH:39][C:38]=3[F:47])[CH:30]=[CH:29]4)=[N:20][CH:19]=[N:18][C:17]=2[CH2:16]1)=O)(C)(C)C, predict the reaction product. (2) Given the reactants Cl.[CH3:2][C:3]1[C:11]2[C:10](=[O:12])[NH:9][C:8]([CH:13]3[CH2:18][CH2:17][NH:16][CH2:15][CH2:14]3)=[N:7][C:6]=2[N:5]([C:19]2[CH:24]=[CH:23][CH:22]=[CH:21][CH:20]=2)[N:4]=1.O=[C:26]1[CH2:30][CH2:29][N:28]([C:31]([O:33][C:34]([CH3:37])([CH3:36])[CH3:35])=[O:32])[CH2:27]1.[BH3-]C#N.[Na+], predict the reaction product. The product is: [CH3:2][C:3]1[C:11]2[C:10](=[O:12])[NH:9][C:8]([CH:13]3[CH2:14][CH2:15][N:16]([CH:30]4[CH2:26][CH2:27][N:28]([C:31]([O:33][C:34]([CH3:37])([CH3:36])[CH3:35])=[O:32])[CH2:29]4)[CH2:17][CH2:18]3)=[N:7][C:6]=2[N:5]([C:19]2[CH:24]=[CH:23][CH:22]=[CH:21][CH:20]=2)[N:4]=1. (3) The product is: [N+:1]([C:4]1[CH:5]=[C:6]2[C:11](=[CH:12][CH:13]=1)[N:10]([CH2:14][CH:15]([N:19]1[CH2:23][CH2:22][CH2:21][CH2:20]1)[CH3:16])[C:9](=[O:18])[CH2:8][CH2:7]2)([O-:3])=[O:2]. Given the reactants [N+:1]([C:4]1[CH:5]=[C:6]2[C:11](=[CH:12][CH:13]=1)[N:10]([CH2:14][C:15](=O)[CH3:16])[C:9](=[O:18])[CH2:8][CH2:7]2)([O-:3])=[O:2].[NH:19]1[CH2:23][CH2:22][CH2:21][CH2:20]1.C(O)(=O)C.C(O[BH-](OC(=O)C)OC(=O)C)(=O)C.[Na+], predict the reaction product. (4) Given the reactants C[O:2][C:3]([C:5]1[CH:14]=[C:13]([O:15][CH2:16][C:17](=[O:29])[NH:18][C:19]2[CH:24]=[CH:23][CH:22]=[CH:21][C:20]=2[C:25]([O:27]C)=[O:26])[C:12]2[C:7](=[CH:8][C:9]([Cl:31])=[CH:10][C:11]=2[Cl:30])[CH:6]=1)=[O:4].[Li+].[OH-].Cl, predict the reaction product. The product is: [C:25]([C:20]1[CH:21]=[CH:22][CH:23]=[CH:24][C:19]=1[NH:18][C:17]([CH2:16][O:15][C:13]1[C:12]2[C:7](=[CH:8][C:9]([Cl:31])=[CH:10][C:11]=2[Cl:30])[CH:6]=[C:5]([C:3]([OH:4])=[O:2])[CH:14]=1)=[O:29])([OH:27])=[O:26]. (5) Given the reactants Cl[C:2]1[CH:7]=[CH:6][N:5]=[C:4]2[CH:8]=[C:9]([C:11]([N:13]3[CH2:17][CH2:16][CH2:15][C@H:14]3[CH2:18][OH:19])=[O:12])[S:10][C:3]=12.[CH2:20]([NH:23][C:24]([C:26]1[C:34]2[C:29](=[CH:30][C:31]([OH:35])=[CH:32][CH:33]=2)[N:28]([CH3:36])[C:27]=1[CH3:37])=[O:25])[CH2:21][CH3:22].C([O-])([O-])=O.[Cs+].[Cs+], predict the reaction product. The product is: [CH2:20]([NH:23][C:24]([C:26]1[C:34]2[C:29](=[CH:30][C:31]([O:35][C:2]3[CH:7]=[CH:6][N:5]=[C:4]4[CH:8]=[C:9]([C:11]([N:13]5[CH2:17][CH2:16][CH2:15][C@H:14]5[CH2:18][OH:19])=[O:12])[S:10][C:3]=34)=[CH:32][CH:33]=2)[N:28]([CH3:36])[C:27]=1[CH3:37])=[O:25])[CH2:21][CH3:22]. (6) Given the reactants C[O:2][C:3](=[O:39])[CH2:4][CH2:5][C:6]1([CH2:16][CH2:17][CH2:18][S:19][C:20]([C:33]2[CH:38]=[CH:37][CH:36]=[CH:35][CH:34]=2)([C:27]2[CH:32]=[CH:31][CH:30]=[CH:29][CH:28]=2)[C:21]2[CH:26]=[CH:25][CH:24]=[CH:23][CH:22]=2)[C:11](=[O:12])[O:10]C(C)(C)[O:8][C:7]1=[O:15].[OH-].[Na+], predict the reaction product. The product is: [C:27]1([C:20]([C:33]2[CH:38]=[CH:37][CH:36]=[CH:35][CH:34]=2)([C:21]2[CH:26]=[CH:25][CH:24]=[CH:23][CH:22]=2)[S:19][CH2:18][CH2:17][CH2:16][C:6]([C:11]([OH:12])=[O:10])([C:7]([OH:15])=[O:8])[CH2:5][CH2:4][C:3]([OH:39])=[O:2])[CH:32]=[CH:31][CH:30]=[CH:29][CH:28]=1. (7) Given the reactants Br[C:2]1[CH:3]=[CH:4][C:5]([N+:8]([O-:10])=[O:9])=[N:6][CH:7]=1.[NH:11]1[CH2:16][CH2:15][NH:14][CH2:13][C:12]1=[O:17].CCN(C(C)C)C(C)C, predict the reaction product. The product is: [N+:8]([C:5]1[N:6]=[CH:7][C:2]([N:14]2[CH2:15][CH2:16][NH:11][C:12](=[O:17])[CH2:13]2)=[CH:3][CH:4]=1)([O-:10])=[O:9].